Dataset: Full USPTO retrosynthesis dataset with 1.9M reactions from patents (1976-2016). Task: Predict the reactants needed to synthesize the given product. The reactants are: [CH2:1]([C:3]1[C:8](=[O:9])[NH:7][C:6]([CH3:10])=[C:5]([C:11]2[S:15][C:14]([S:16]([Cl:19])(=[O:18])=[O:17])=[CH:13][CH:12]=2)[CH:4]=1)[CH3:2].[O:20]1[C:24]2[CH:25]=[CH:26][C:27]([CH2:29][N:30]3[CH2:35][CH2:34][NH:33][CH2:32][CH2:31]3)=[CH:28][C:23]=2[O:22][CH2:21]1. Given the product [ClH:19].[O:20]1[C:24]2[CH:25]=[CH:26][C:27]([CH2:29][N:30]3[CH2:31][CH2:32][N:33]([S:16]([C:14]4[S:15][C:11]([C:5]5[CH:4]=[C:3]([CH2:1][CH3:2])[C:8](=[O:9])[NH:7][C:6]=5[CH3:10])=[CH:12][CH:13]=4)(=[O:18])=[O:17])[CH2:34][CH2:35]3)=[CH:28][C:23]=2[O:22][CH2:21]1, predict the reactants needed to synthesize it.